Dataset: Full USPTO retrosynthesis dataset with 1.9M reactions from patents (1976-2016). Task: Predict the reactants needed to synthesize the given product. (1) Given the product [CH2:28]([O:27][CH:4]([O:3][CH2:1][CH3:2])[CH2:5][O:6][C@@H:7]([C@@H:10]([CH2:11][CH2:12][CH2:13][CH3:14])[C@@H:15]([O:17][CH2:18][C:19]1[CH:20]=[CH:21][C:22]([O:25][CH3:26])=[CH:23][CH:24]=1)[CH3:16])[CH2:8][O:9][C:35]1[CH:40]=[CH:39][CH:38]=[CH:37][CH:36]=1)[CH3:29], predict the reactants needed to synthesize it. The reactants are: [CH2:1]([O:3][CH:4]([O:27][CH2:28][CH3:29])[CH2:5][O:6][C@@H:7]([C@H:10]([C@@H:15]([O:17][CH2:18][C:19]1[CH:24]=[CH:23][C:22]([O:25][CH3:26])=[CH:21][CH:20]=1)[CH3:16])[CH2:11][CH2:12][CH2:13][CH3:14])[CH2:8][OH:9])[CH3:2].CC(O[Bi](OC(C)=O)([C:35]1[CH:40]=[CH:39][CH:38]=[CH:37][CH:36]=1)([C:35]1[CH:40]=[CH:39][CH:38]=[CH:37][CH:36]=1)[C:35]1[CH:40]=[CH:39][CH:38]=[CH:37][CH:36]=1)=O.C1(N(C)C2CCCCC2)CCCCC1. (2) Given the product [Br:1][C:2]1[C:10]2[C:9]([Cl:11])=[N:8][CH:7]=[N:6][C:5]=2[N:4]([CH:13]2[CH2:14][N:15]([C:17]([O:19][C:20]([CH3:23])([CH3:22])[CH3:21])=[O:18])[CH2:16]2)[CH:3]=1, predict the reactants needed to synthesize it. The reactants are: [Br:1][C:2]1[C:10]2[C:5]([NH:6][CH:7]=[N:8][C:9]=2[Cl:11])=[N:4][CH:3]=1.O[CH:13]1[CH2:16][N:15]([C:17]([O:19][C:20]([CH3:23])([CH3:22])[CH3:21])=[O:18])[CH2:14]1.C1(P(C2C=CC=CC=2)C2C=CC=CC=2)C=CC=CC=1.CCOC(/N=N/C(OCC)=O)=O. (3) Given the product [C:23]([O:26][C:27]([NH:10][C@H:9]([C:11]([O:13][CH3:14])=[O:12])[CH2:8][CH2:7][CH2:6][CH2:4][NH:5][C:27]([O:26][C:23]([CH3:25])([CH3:24])[CH3:22])=[O:28])=[O:28])([CH3:25])([CH3:24])[CH3:22], predict the reactants needed to synthesize it. The reactants are: COC(=O)[C@H:4]([CH2:6][CH2:7][CH2:8][CH:9]([C:11]([O:13][C:14](C)(C)C)=[O:12])[NH2:10])[NH2:5].C(Cl)Cl.[CH3:22][C:23]([O:26][C:27](O[C:27]([O:26][C:23]([CH3:25])([CH3:24])[CH3:22])=[O:28])=[O:28])([CH3:25])[CH3:24]. (4) Given the product [C:12]1([C:22]([CH2:9][CH2:8][CH2:7][C:1]2[CH:2]=[CH:3][CH:4]=[CH:5][CH:6]=2)=[O:27])[CH:17]=[CH:16][CH:15]=[CH:14][CH:13]=1, predict the reactants needed to synthesize it. The reactants are: [C:1]1([CH2:7][CH2:8][C:9](O)=O)[CH:6]=[CH:5][CH:4]=[CH:3][CH:2]=1.[C:12]1(B(O)O)[CH:17]=[CH:16][CH:15]=[CH:14][CH:13]=1.O.[C:22](OC(=O)C(C)(C)C)(=[O:27])C(C)(C)C.